This data is from Forward reaction prediction with 1.9M reactions from USPTO patents (1976-2016). The task is: Predict the product of the given reaction. (1) Given the reactants Br[C:2]1[C:7](=[O:8])[N:6]([CH2:9][C:10]2[CH:15]=[CH:14][C:13]([C:16]3[C:17]([C:22]#[N:23])=[CH:18][CH:19]=[CH:20][CH:21]=3)=[CH:12][CH:11]=2)[C:5]([CH2:24][CH2:25][CH3:26])=[N:4][C:3]=1[CH2:27][CH3:28].[CH3:29][C:30]1[CH:35]=[CH:34][N:33]=[C:32]([OH:36])[CH:31]=1.[OH-].[K+].CS(C)=O, predict the reaction product. The product is: [CH2:27]([C:3]1[N:4]=[C:5]([CH2:24][CH2:25][CH3:26])[N:6]([CH2:9][C:10]2[CH:15]=[CH:14][C:13]([C:16]3[C:17]([C:22]#[N:23])=[CH:18][CH:19]=[CH:20][CH:21]=3)=[CH:12][CH:11]=2)[C:7](=[O:8])[C:2]=1[O:36][C:32]1[CH:31]=[C:30]([CH3:29])[CH:35]=[CH:34][N:33]=1)[CH3:28]. (2) Given the reactants [I:1][C:2]1[C:3]([S:11][C:12]2[NH:13][C:14]3[CH:19]=[CH:18][N:17]=[C:16]([NH2:20])[C:15]=3[N:21]=2)=[CH:4][C:5]2[O:9][CH2:8][O:7][C:6]=2[CH:10]=1.Br[CH2:23][CH2:24][CH2:25][CH2:26][C:27]([O:29][CH3:30])=[O:28].C([O-])([O-])=O.[Cs+].[Cs+].NC1C2N=C(SC3C(I)=CC4OCOC=4C=3)N(CCCC(OCC)=O)C=2C=CN=1, predict the reaction product. The product is: [NH2:20][C:16]1[C:15]2[N:21]=[C:12]([S:11][C:3]3[C:2]([I:1])=[CH:10][C:6]4[O:7][CH2:8][O:9][C:5]=4[CH:4]=3)[N:13]([CH2:23][CH2:24][CH2:25][CH2:26][C:27]([O:29][CH3:30])=[O:28])[C:14]=2[CH:19]=[CH:18][N:17]=1.